This data is from Full USPTO retrosynthesis dataset with 1.9M reactions from patents (1976-2016). The task is: Predict the reactants needed to synthesize the given product. Given the product [C:2](=[O:1])([O:14][C:10]1[CH:11]=[CH:12][CH:13]=[C:8]([N+:5]([O-:7])=[O:6])[CH:9]=1)[NH2:3], predict the reactants needed to synthesize it. The reactants are: [O-:1][C:2]#[N:3].[K+].[N+:5]([C:8]1[CH:9]=[C:10]([OH:14])[CH:11]=[CH:12][CH:13]=1)([O-:7])=[O:6].FC(F)(F)C(O)=O.